From a dataset of Forward reaction prediction with 1.9M reactions from USPTO patents (1976-2016). Predict the product of the given reaction. (1) Given the reactants Cl[C:2]1[N:3]=[N:4][C:5]([O:8][CH2:9][CH:10]2[CH2:15][CH2:14][N:13]([CH2:16][C:17]([F:20])([CH3:19])[CH3:18])[CH2:12][CH2:11]2)=[CH:6][CH:7]=1.[CH3:21][O:22][C:23]([C:25]1[CH:30]=[CH:29][C:28](B(O)O)=[CH:27][CH:26]=1)=[O:24].C([O-])([O-])=O.[Na+].[Na+], predict the reaction product. The product is: [F:20][C:17]([CH3:19])([CH3:18])[CH2:16][N:13]1[CH2:14][CH2:15][CH:10]([CH2:9][O:8][C:5]2[N:4]=[N:3][C:2]([C:28]3[CH:29]=[CH:30][C:25]([C:23]([O:22][CH3:21])=[O:24])=[CH:26][CH:27]=3)=[CH:7][CH:6]=2)[CH2:11][CH2:12]1. (2) The product is: [S:17]1[CH:18]=[CH:19][CH:20]=[C:16]1[CH2:15][NH:14][C:10]1[CH:11]=[CH:12][CH:13]=[C:4]([C:3]([OH:21])=[O:2])[C:5]=1[C:6]([OH:8])=[O:7]. Given the reactants C[O:2][C:3](=[O:21])[C:4]1[C:5](=[C:10]([NH:14][CH2:15][C:16]2[S:17][CH:18]=[CH:19][CH:20]=2)[CH:11]=[CH:12][CH:13]=1)[C:6]([O:8]C)=[O:7].COCCNC1C=CC=C(C(O)=O)C=1C(O)=O, predict the reaction product. (3) Given the reactants Br[C:2]1[C:10]2[N:9]3[CH2:11][CH2:12][NH:13][C:14](=[O:15])[C:8]3=[C:7]([CH3:16])[C:6]=2[CH:5]=[C:4]([C:17]#[N:18])[CH:3]=1.[F:19][C:20]1[CH:25]=[CH:24][C:23](B(O)O)=[CH:22][CH:21]=1, predict the reaction product. The product is: [F:19][C:20]1[CH:25]=[CH:24][C:23]([C:2]2[C:10]3[N:9]4[CH2:11][CH2:12][NH:13][C:14](=[O:15])[C:8]4=[C:7]([CH3:16])[C:6]=3[CH:5]=[C:4]([C:17]#[N:18])[CH:3]=2)=[CH:22][CH:21]=1. (4) Given the reactants [CH2:1]([N:5]1[CH:10]=[CH:9][C:8]([CH3:12])([CH3:11])[CH2:7][CH2:6]1)[CH:2]([CH3:4])[CH3:3].C(N(CC)CC)C.[C:20]1([CH:26]([C:30]2[CH:35]=[CH:34][CH:33]=[CH:32][CH:31]=2)[C:27](Cl)=[O:28])[CH:25]=[CH:24][CH:23]=[CH:22][CH:21]=1, predict the reaction product. The product is: [CH2:1]([N:5]1[CH2:6][CH2:7][C:8]([CH3:12])([CH3:11])[C:9]([C:27](=[O:28])[CH:26]([C:20]2[CH:25]=[CH:24][CH:23]=[CH:22][CH:21]=2)[C:30]2[CH:35]=[CH:34][CH:33]=[CH:32][CH:31]=2)=[CH:10]1)[CH:2]([CH3:4])[CH3:3]. (5) Given the reactants [CH:1]1([CH2:4][N:5]([CH2:19][CH:20]2[CH2:22][CH2:21]2)[C:6]2[C:15]([CH:16]=O)=[CH:14][C:13]3[C:8](=[C:9]([CH3:18])[CH:10]=[CH:11][CH:12]=3)[N:7]=2)[CH2:3][CH2:2]1.[F:23][C:24]([F:38])([F:37])[C:25]1[CH:26]=[C:27]([CH:30]=[C:31]([C:33]([F:36])([F:35])[F:34])[CH:32]=1)[CH2:28][NH2:29].C(O)(=O)C.C([BH3-])#N.[Na+], predict the reaction product. The product is: [F:23][C:24]([F:37])([F:38])[C:25]1[CH:26]=[C:27]([CH:30]=[C:31]([C:33]([F:36])([F:34])[F:35])[CH:32]=1)[CH2:28][NH:29][CH2:16][C:15]1[C:6]([N:5]([CH2:19][CH:20]2[CH2:22][CH2:21]2)[CH2:4][CH:1]2[CH2:3][CH2:2]2)=[N:7][C:8]2[C:13]([CH:14]=1)=[CH:12][CH:11]=[CH:10][C:9]=2[CH3:18]. (6) The product is: [CH2:24]([O:23][C:11]1[CH:10]=[C:9](/[CH:8]=[CH:7]/[C:6]([OH:31])=[O:5])[CH:14]=[CH:13][C:12]=1[N:15]1[CH2:19][C:18](=[O:20])[NH:17][S:16]1(=[O:22])=[O:21])[C:25]1[CH:26]=[CH:27][CH:28]=[CH:29][CH:30]=1. Given the reactants C([O:5][C:6](=[O:31])/[CH:7]=[CH:8]/[C:9]1[CH:14]=[CH:13][C:12]([N:15]2[CH2:19][C:18](=[O:20])[NH:17][S:16]2(=[O:22])=[O:21])=[C:11]([O:23][CH2:24][C:25]2[CH:30]=[CH:29][CH:28]=[CH:27][CH:26]=2)[CH:10]=1)(C)(C)C.CO.[OH-].[Na+], predict the reaction product. (7) The product is: [CH2:1]([C:3]1[S:22][C:6]2[N:7]([CH2:24][C:25]3[CH:30]=[CH:29][C:28]([C:31]4[CH:36]=[CH:35][CH:34]=[CH:33][C:32]=4[C:37]4[NH:41][C:40](=[O:47])[O:39][N:38]=4)=[CH:27][CH:26]=3)[C:8](=[O:21])[N:9]([CH2:12][CH2:13][C:14]3[CH:19]=[CH:18][C:17]([F:20])=[CH:16][CH:15]=3)[C:10](=[O:11])[C:5]=2[CH:4]=1)[CH3:2]. Given the reactants [CH2:1]([C:3]1[S:22][C:6]2[NH:7][C:8](=[O:21])[N:9]([CH2:12][CH2:13][C:14]3[CH:19]=[CH:18][C:17]([F:20])=[CH:16][CH:15]=3)[C:10](=[O:11])[C:5]=2[CH:4]=1)[CH3:2].Br[CH2:24][C:25]1[CH:30]=[CH:29][C:28]([C:31]2[CH:36]=[CH:35][CH:34]=[CH:33][C:32]=2[C:37]2[N:41]=[C:40](C(Cl)(Cl)Cl)[O:39][N:38]=2)=[CH:27][CH:26]=1.C(=O)([O-])[O-:47].[K+].[K+], predict the reaction product.